This data is from Peptide-MHC class I binding affinity with 185,985 pairs from IEDB/IMGT. The task is: Regression. Given a peptide amino acid sequence and an MHC pseudo amino acid sequence, predict their binding affinity value. This is MHC class I binding data. (1) The peptide sequence is RIRQGLERA. The MHC is Mamu-A2601 with pseudo-sequence Mamu-A2601. The binding affinity (normalized) is 0. (2) The peptide sequence is QLDSSNKSM. The MHC is HLA-A68:02 with pseudo-sequence HLA-A68:02. The binding affinity (normalized) is 0. (3) The peptide sequence is VSMDQLASY. The MHC is HLA-B46:01 with pseudo-sequence HLA-B46:01. The binding affinity (normalized) is 0.680. (4) The peptide sequence is QMWKCLIRLK. The MHC is Patr-A0101 with pseudo-sequence Patr-A0101. The binding affinity (normalized) is 0.588. (5) The binding affinity (normalized) is 0.175. The peptide sequence is DTVWEVQGYK. The MHC is HLA-A31:01 with pseudo-sequence HLA-A31:01. (6) The peptide sequence is YVSVMNFIPI. The MHC is HLA-A68:02 with pseudo-sequence HLA-A68:02. The binding affinity (normalized) is 0.629. (7) The peptide sequence is KTFMLPKQDI. The MHC is HLA-A02:01 with pseudo-sequence HLA-A02:01. The binding affinity (normalized) is 0.0367. (8) The binding affinity (normalized) is 0. The peptide sequence is TKHPSLNII. The MHC is HLA-A26:01 with pseudo-sequence HLA-A26:01. (9) The peptide sequence is RLGLVLDDYK. The MHC is HLA-A11:01 with pseudo-sequence HLA-A11:01. The binding affinity (normalized) is 0.664. (10) The peptide sequence is FSDVSHWWQ. The MHC is HLA-B48:01 with pseudo-sequence HLA-B48:01. The binding affinity (normalized) is 0.0847.